From a dataset of Blood-brain barrier permeability classification from the B3DB database. Regression/Classification. Given a drug SMILES string, predict its absorption, distribution, metabolism, or excretion properties. Task type varies by dataset: regression for continuous measurements (e.g., permeability, clearance, half-life) or binary classification for categorical outcomes (e.g., BBB penetration, CYP inhibition). Dataset: b3db_classification. (1) The compound is CC1CN(c2c(F)c(N)c3c(=O)c(C(=O)O)cn(C4CC4)c3c2F)CC(C)N1. The result is 0 (does not penetrate BBB). (2) The molecule is CN(C(=O)Cc1ccc(Cl)c(Cl)c1)[C@@H](CN1CCCC1)c1ccccc1. The result is 1 (penetrates BBB). (3) The drug is CC1C(NC(=O)C(=NOC(C)(C)C(=O)O)c2csc(N)n2)C(=O)N1S(=O)(=O)O. The result is 0 (does not penetrate BBB). (4) The drug is CN1CCCC1Cc1c[nH]c2ccc(CCS(=O)(=O)c3ccccc3)cc12. The result is 1 (penetrates BBB). (5) The molecule is COc1cc(C(=O)N2CCCCCCC2)cc(OC)c1OC. The result is 1 (penetrates BBB).